Dataset: Forward reaction prediction with 1.9M reactions from USPTO patents (1976-2016). Task: Predict the product of the given reaction. Given the reactants [CH3:1][S:2]([C:5]1[CH:6]=[C:7]2[C:11](=[CH:12][CH:13]=1)[N:10]([CH2:14][C:15]1[CH:20]=[CH:19][C:18]([C:21]3[CH2:22][CH2:23][N:24]([C:27]([O:29][C:30]([CH3:33])([CH3:32])[CH3:31])=[O:28])[CH2:25][CH:26]=3)=[CH:17][N:16]=1)[CH:9]=[CH:8]2)(=[O:4])=[O:3].ClCCl.C1([SiH3])C=CC=CC=1.S([O-])([O-])(=[O:46])=S.[Na+].[Na+], predict the reaction product. The product is: [OH:46][C:21]1([C:18]2[CH:19]=[CH:20][C:15]([CH2:14][N:10]3[C:11]4[C:7](=[CH:6][C:5]([S:2]([CH3:1])(=[O:3])=[O:4])=[CH:13][CH:12]=4)[CH:8]=[CH:9]3)=[N:16][CH:17]=2)[CH2:22][CH2:23][N:24]([C:27]([O:29][C:30]([CH3:33])([CH3:32])[CH3:31])=[O:28])[CH2:25][CH2:26]1.